From a dataset of Full USPTO retrosynthesis dataset with 1.9M reactions from patents (1976-2016). Predict the reactants needed to synthesize the given product. (1) Given the product [Br:14][C:15]1[C:16]([CH:17]=[O:18])=[C:19]([N:1]2[CH:5]=[C:4]([C:6]#[N:7])[CH:3]=[N:2]2)[CH:20]=[CH:21][CH:22]=1, predict the reactants needed to synthesize it. The reactants are: [NH:1]1[CH:5]=[C:4]([C:6]#[N:7])[CH:3]=[N:2]1.CC(C)([O-])C.[K+].[Br:14][C:15]1[CH:22]=[CH:21][CH:20]=[C:19](F)[C:16]=1[CH:17]=[O:18]. (2) Given the product [CH3:1][O:2][C:3]([C:5]1[CH:10]=[C:9]([Br:11])[C:8](=[O:12])[N:7]([CH3:13])[C:6]=1[CH2:14][N:20]([CH2:19][C:18]([O:17][CH3:16])=[O:31])[S:21]([C:24]1[CH:25]=[CH:26][C:27]([CH3:30])=[CH:28][CH:29]=1)(=[O:23])=[O:22])=[O:4], predict the reactants needed to synthesize it. The reactants are: [CH3:1][O:2][C:3]([C:5]1[CH:10]=[C:9]([Br:11])[C:8](=[O:12])[N:7]([CH3:13])[C:6]=1[CH2:14]Br)=[O:4].[CH3:16][O:17][C:18](=[O:31])[CH2:19][NH:20][S:21]([C:24]1[CH:29]=[CH:28][C:27]([CH3:30])=[CH:26][CH:25]=1)(=[O:23])=[O:22].[I-].[Na+].C(=O)([O-])[O-].[K+].[K+]. (3) Given the product [Br:8][C:5]1[CH:6]=[CH:7][C:2]([N:13]2[CH2:14][CH2:15][C:10]([F:16])([F:9])[CH2:11][CH2:12]2)=[N:3][CH:4]=1, predict the reactants needed to synthesize it. The reactants are: Br[C:2]1[CH:7]=[CH:6][C:5]([Br:8])=[CH:4][N:3]=1.[F:9][C:10]1([F:16])[CH2:15][CH2:14][NH:13][CH2:12][CH2:11]1.O. (4) Given the product [F:27][C:18]1[CH:19]=[C:20]([C:23]([F:24])([F:26])[F:25])[CH:21]=[CH:22][C:17]=1[CH2:16][N:13]1[C:12]([OH:28])=[C:11]([C:29]([NH:35][CH2:36][C:37]2[CH:42]=[CH:41][C:40]([OH:43])=[C:39]([O:44][CH3:45])[CH:38]=2)=[O:30])[C:10]([OH:33])=[C:9]([C:7]([NH:6][CH2:5][C:4]([OH:3])=[O:34])=[O:8])[C:14]1=[O:15], predict the reactants needed to synthesize it. The reactants are: C([O:3][C:4](=[O:34])[CH2:5][NH:6][C:7]([C:9]1[C:14](=[O:15])[N:13]([CH2:16][C:17]2[CH:22]=[CH:21][C:20]([C:23]([F:26])([F:25])[F:24])=[CH:19][C:18]=2[F:27])[C:12]([OH:28])=[C:11]([C:29](OC)=[O:30])[C:10]=1[OH:33])=[O:8])C.[NH2:35][CH2:36][C:37]1[CH:42]=[CH:41][C:40]([OH:43])=[C:39]([O:44][CH3:45])[CH:38]=1.[OH-].[Na+]. (5) Given the product [C:19]1([CH:25]=[CH:26][CH2:27][NH:28][C:14]([C:13]2[CH:8]([C:4]3[CH:5]=[CH:6][CH:7]=[C:2]([Cl:1])[CH:3]=3)[NH:9][C:10](=[O:18])[NH:11][C:12]=2[CH3:17])=[O:16])[CH:24]=[CH:23][CH:22]=[CH:21][CH:20]=1, predict the reactants needed to synthesize it. The reactants are: [Cl:1][C:2]1[CH:3]=[C:4]([CH:8]2[C:13]([C:14]([OH:16])=O)=[C:12]([CH3:17])[NH:11][C:10](=[O:18])[NH:9]2)[CH:5]=[CH:6][CH:7]=1.[C:19]1([CH:25]=[CH:26][CH2:27][NH2:28])[CH:24]=[CH:23][CH:22]=[CH:21][CH:20]=1.CCN=C=NCCCN(C)C.Cl. (6) Given the product [Br:25][C:26]1[CH:34]=[CH:33][C:29]([C:30]([NH:18][CH2:17][C:16]2[CH:19]=[C:12]([Cl:11])[CH:13]=[CH:14][C:15]=2[S:20]([CH2:23][CH3:24])(=[O:22])=[O:21])=[O:31])=[CH:28][C:27]=1[C:35]([F:36])([F:37])[F:38], predict the reactants needed to synthesize it. The reactants are: CCN(C(C)C)C(C)C.Cl.[Cl:11][C:12]1[CH:13]=[CH:14][C:15]([S:20]([CH2:23][CH3:24])(=[O:22])=[O:21])=[C:16]([CH:19]=1)[CH2:17][NH2:18].[Br:25][C:26]1[CH:34]=[CH:33][C:29]([C:30](O)=[O:31])=[CH:28][C:27]=1[C:35]([F:38])([F:37])[F:36].C1C=CC2N(O)N=NC=2C=1. (7) The reactants are: [NH2:1][C:2]1[CH:3]=[C:4]([C:8]2[CH:13]=[CH:12][CH:11]=[CH:10][CH:9]=2)[CH:5]=[CH:6][CH:7]=1.Cl[C:15]([CH2:17][CH2:18][CH2:19][CH2:20][CH2:21][CH2:22][C:23]([O:25]C)=[O:24])=[O:16].O[Li].O. Given the product [C:8]1([C:4]2[CH:3]=[C:2]([NH:1][C:15]([CH2:17][CH2:18][CH2:19][CH2:20][CH2:21][CH2:22][C:23]([OH:25])=[O:24])=[O:16])[CH:7]=[CH:6][CH:5]=2)[CH:9]=[CH:10][CH:11]=[CH:12][CH:13]=1, predict the reactants needed to synthesize it.